From a dataset of Catalyst prediction with 721,799 reactions and 888 catalyst types from USPTO. Predict which catalyst facilitates the given reaction. Reactant: Br[C:2]1[CH:7]=[CH:6][CH:5]=[CH:4][N:3]=1.[Li]CCCC.[O:13]1[CH2:17][CH2:16][CH:15]([C:18]2([CH:22]=[O:23])[CH2:21][CH2:20][CH2:19]2)[CH2:14]1.CC#N. Product: [N:3]1[CH:4]=[CH:5][CH:6]=[CH:7][C:2]=1[CH:22]([C:18]1([CH:15]2[CH2:16][CH2:17][O:13][CH2:14]2)[CH2:19][CH2:20][CH2:21]1)[OH:23]. The catalyst class is: 1.